From a dataset of Forward reaction prediction with 1.9M reactions from USPTO patents (1976-2016). Predict the product of the given reaction. (1) The product is: [F:12][C:9]1[CH:10]=[N:11][C:2]([NH:18][CH2:13][CH2:14][CH:15]([CH3:17])[CH3:16])=[C:3]([CH:8]=1)[C:4]([OH:6])=[O:5]. Given the reactants Cl[C:2]1[N:11]=[CH:10][C:9]([F:12])=[CH:8][C:3]=1[C:4]([O:6]C)=[O:5].[CH2:13]([NH2:18])[CH2:14][CH:15]([CH3:17])[CH3:16].[OH-].[Na+], predict the reaction product. (2) Given the reactants [Cl:1][C:2]1[CH:10]=[CH:9][C:5]([CH:6]=[N:7][OH:8])=[CH:4][CH:3]=1.Cl[N:12]1C(=O)[CH2:15][CH2:14][C:13]1=O.C(N)C#C.C(N(CC)CC)C, predict the reaction product. The product is: [Cl:1][C:2]1[CH:10]=[CH:9][C:5]([C:6]2[CH:15]=[C:14]([CH2:13][NH2:12])[O:8][N:7]=2)=[CH:4][CH:3]=1. (3) Given the reactants CC1(C)S[C@@H:5]2[C@H:7]([NH:10][C:11]([CH2:13][C:14]3[CH:15]=CC=C[CH:19]=3)=O)[C:8](=[O:9])N2[C@H]1C([O-])=O.[K+].C[C@@H]1[O:30][C@@H:29]([O:31][C@H]2[C@H](O)[C@@H](O)[C@H](NC(N)=N)[C@@H](O)[C@@H]2NC(N)=N)[C@H:28](O[C@@H]2O[C@@H](CO)[C@H](O)[C@@H](O)[C@@H]2NC)[C@@]1(O)C=O.N[C@H](C(O)=O)CCC(=[O:71])N.C(=O)=O, predict the reaction product. The product is: [CH3:15][C:14]([C@@H:13]1[C@H:5]([CH2:28][C:29]([OH:31])=[O:30])[C@@H:7]([C:8]([OH:9])=[O:71])[NH:10][CH2:11]1)=[CH2:19].